This data is from Full USPTO retrosynthesis dataset with 1.9M reactions from patents (1976-2016). The task is: Predict the reactants needed to synthesize the given product. Given the product [N:22]1([C:2]2[CH:3]=[C:4]([CH:19]=[CH:20][CH:21]=2)[C:5]([NH:7][C:8]2[CH:13]=[CH:12][C:11]([O:14][C:15]([F:18])([F:17])[F:16])=[CH:10][CH:9]=2)=[O:6])[CH:26]=[CH:25][N:24]=[CH:23]1, predict the reactants needed to synthesize it. The reactants are: I[C:2]1[CH:3]=[C:4]([CH:19]=[CH:20][CH:21]=1)[C:5]([NH:7][C:8]1[CH:13]=[CH:12][C:11]([O:14][C:15]([F:18])([F:17])[F:16])=[CH:10][CH:9]=1)=[O:6].[NH:22]1[CH:26]=[CH:25][N:24]=[CH:23]1.N1CCC[C@H]1C(O)=O.C([O-])([O-])=O.[K+].[K+].